The task is: Regression/Classification. Given a drug SMILES string, predict its toxicity properties. Task type varies by dataset: regression for continuous values (e.g., LD50, hERG inhibition percentage) or binary classification for toxic/non-toxic outcomes (e.g., AMES mutagenicity, cardiotoxicity, hepatotoxicity). Dataset: herg_karim.. This data is from hERG potassium channel inhibition data for cardiac toxicity prediction from Karim et al.. (1) The molecule is COc1ccc(C(CC(=O)N2CCN(Cc3nc4ccc(C)cc4o3)CC2)c2ccccc2)cc1. The result is 1 (blocker). (2) The drug is CN1CCC(CNc2ccc3ncc(-c4cccc(OC(F)(F)F)c4)n3n2)CC1.O=S(=O)(O)O. The result is 1 (blocker).